The task is: Predict the product of the given reaction.. This data is from Forward reaction prediction with 1.9M reactions from USPTO patents (1976-2016). (1) Given the reactants [NH:1]1[CH2:6][CH2:5][O:4][CH2:3][CH2:2]1.Br[C:8]1[CH:15]=[CH:14][C:11]([C:12]#[N:13])=[CH:10][CH:9]=1, predict the reaction product. The product is: [N:1]1([C:8]2[CH:15]=[CH:14][C:11]([C:12]#[N:13])=[CH:10][CH:9]=2)[CH2:6][CH2:5][O:4][CH2:3][CH2:2]1. (2) The product is: [CH2:6]([O:5][C:1](=[O:8])[CH2:22][C:21]([C:18]1[CH:19]=[CH:20][C:15]([O:14][CH:11]([CH3:12])[CH3:13])=[C:16]([CH3:24])[CH:17]=1)=[O:23])[CH3:7]. Given the reactants [C:1](=[O:8])([O:5][CH2:6][CH3:7])OCC.[H-].[Na+].[CH:11]([O:14][C:15]1[CH:20]=[CH:19][C:18]([C:21](=[O:23])[CH3:22])=[CH:17][C:16]=1[CH3:24])([CH3:13])[CH3:12].Cl, predict the reaction product. (3) Given the reactants [NH2:1][C@H:2]([C:13](O)=[O:14])[CH2:3][C:4]1[C:12]2[C:7](=[CH:8][CH:9]=[CH:10][CH:11]=2)[NH:6][CH:5]=1.S(C)C, predict the reaction product. The product is: [NH2:1][C@@H:2]([CH2:3][C:4]1[C:12]2[C:7](=[CH:8][CH:9]=[CH:10][CH:11]=2)[NH:6][CH:5]=1)[CH2:13][OH:14]. (4) The product is: [CH3:1][C:2]([CH3:28])([CH3:27])[C:3]([O:5][C:6]1[CH:11]=[CH:10][C:9]([C:12]([C:13]2[CH:18]=[CH:17][C:16]([O:19][C:20](=[O:25])[C:21]([CH3:24])([CH3:23])[CH3:22])=[CH:15][CH:14]=2)=[C:36]([C:32]2[CH:33]=[CH:34][CH:35]=[C:30]([OH:29])[CH:31]=2)[CH2:37][CH2:38][CH3:39])=[CH:8][CH:7]=1)=[O:4]. Given the reactants [CH3:1][C:2]([CH3:28])([CH3:27])[C:3]([O:5][C:6]1[CH:11]=[CH:10][C:9]([C:12](=O)[C:13]2[CH:18]=[CH:17][C:16]([O:19][C:20](=[O:25])[C:21]([CH3:24])([CH3:23])[CH3:22])=[CH:15][CH:14]=2)=[CH:8][CH:7]=1)=[O:4].[OH:29][C:30]1[CH:31]=[C:32]([C:36](=O)[CH2:37][CH2:38][CH3:39])[CH:33]=[CH:34][CH:35]=1, predict the reaction product.